Dataset: Peptide-MHC class I binding affinity with 185,985 pairs from IEDB/IMGT. Task: Regression. Given a peptide amino acid sequence and an MHC pseudo amino acid sequence, predict their binding affinity value. This is MHC class I binding data. (1) The peptide sequence is FVATTRTL. The MHC is Mamu-A01 with pseudo-sequence Mamu-A01. The binding affinity (normalized) is 0.347. (2) The MHC is HLA-A33:01 with pseudo-sequence HLA-A33:01. The binding affinity (normalized) is 0.149. The peptide sequence is FIFQSSMTK. (3) The MHC is HLA-A68:01 with pseudo-sequence HLA-A68:01. The peptide sequence is STGNYNYKY. The binding affinity (normalized) is 0.318. (4) The peptide sequence is AQIGVIGVF. The MHC is HLA-B08:01 with pseudo-sequence HLA-B08:01. The binding affinity (normalized) is 0.0847. (5) The peptide sequence is HPDIVIYQY. The MHC is HLA-B27:05 with pseudo-sequence HLA-B27:05. The binding affinity (normalized) is 0. (6) The peptide sequence is SCDDVVFGI. The MHC is HLA-A02:06 with pseudo-sequence HLA-A02:06. The binding affinity (normalized) is 0.114.